Predict the reaction yield, written as a fraction of the theoretical maximum amount of product (1.0 means a 100% yield; for example, 0.34 means a 34% yield). From a dataset of Reaction yield outcomes from USPTO patents with 853,638 reactions. The reactants are Cl.[CH2:2]([N:9]1[CH2:12][CH:11]([OH:13])[CH2:10]1)[C:3]1[CH:8]=[CH:7][CH:6]=[CH:5][CH:4]=1.[H-].[Na+].Cl[C:17]1[N:22]=[CH:21][N:20]=[C:19]2[N:23]([C:26]3[CH:31]=[CH:30][C:29]([S:32]([CH3:35])(=[O:34])=[O:33])=[CH:28][CH:27]=3)[N:24]=[CH:25][C:18]=12. The catalyst is CC(N(C)C)=O. The product is [CH2:2]([N:9]1[CH2:12][CH:11]([O:13][C:17]2[N:22]=[CH:21][N:20]=[C:19]3[N:23]([C:26]4[CH:27]=[CH:28][C:29]([S:32]([CH3:35])(=[O:33])=[O:34])=[CH:30][CH:31]=4)[N:24]=[CH:25][C:18]=23)[CH2:10]1)[C:3]1[CH:4]=[CH:5][CH:6]=[CH:7][CH:8]=1. The yield is 0.410.